This data is from Full USPTO retrosynthesis dataset with 1.9M reactions from patents (1976-2016). The task is: Predict the reactants needed to synthesize the given product. (1) Given the product [CH2:9]([C:5]1[CH:6]=[CH:7][CH:8]=[C:3]([CH2:1][CH3:2])[C:4]=1[C:11]1[N:16]=[C:15]([O:17][CH3:18])[C:14]([C:19]([CH2:23][CH2:24][CH3:25])=[CH:20][CH2:21][CH3:22])=[C:13]([CH3:27])[N:12]=1)[CH3:10], predict the reactants needed to synthesize it. The reactants are: [CH2:1]([C:3]1[CH:8]=[CH:7][CH:6]=[C:5]([CH2:9][CH3:10])[C:4]=1[C:11]1[N:16]=[C:15]([O:17][CH3:18])[C:14]([C:19](O)([CH2:23][CH2:24][CH3:25])[CH2:20][CH2:21][CH3:22])=[C:13]([CH3:27])[N:12]=1)[CH3:2].O=S(Cl)Cl. (2) Given the product [N:4]([C:3]1[C:2]([Cl:1])=[CH:8][CH:7]=[CH:6][C:5]=1[Cl:9])=[N+:15]=[N-:16], predict the reactants needed to synthesize it. The reactants are: [Cl:1][C:2]1[CH:8]=[CH:7][CH:6]=[C:5]([Cl:9])[C:3]=1[NH2:4].Cl.N([O-])=O.[Na+].[N-:15]=[N+:16]=[N-].[Na+].